From a dataset of Catalyst prediction with 721,799 reactions and 888 catalyst types from USPTO. Predict which catalyst facilitates the given reaction. (1) Reactant: Cl.[CH2:2]([C:4]1[S:24][C:7]2[N:8]=[C:9]([S:18][CH2:19][C:20]([O:22][CH3:23])=[O:21])[N:10]=[C:11]([N:12]3[CH2:17][CH2:16][NH:15][CH2:14][CH2:13]3)[C:6]=2[CH:5]=1)[CH3:3].C(N(C(C)C)CC)(C)C.[CH3:34][CH:35]([CH2:40][C:41]([CH3:44])([CH3:43])[CH3:42])[CH2:36][C:37](Cl)=[O:38]. Product: [CH2:2]([C:4]1[S:24][C:7]2[N:8]=[C:9]([S:18][CH2:19][C:20]([O:22][CH3:23])=[O:21])[N:10]=[C:11]([N:12]3[CH2:17][CH2:16][N:15]([C:37](=[O:38])[CH2:36][CH:35]([CH3:34])[CH2:40][C:41]([CH3:44])([CH3:43])[CH3:42])[CH2:14][CH2:13]3)[C:6]=2[CH:5]=1)[CH3:3]. The catalyst class is: 3. (2) Reactant: [Cl:1][C:2]1[CH:7]=[C:6]([O:8][CH3:9])[CH:5]=[C:4]([Cl:10])[CH:3]=1.[Li]C(CC)C.CN([CH:19]=[O:20])C. Product: [Cl:1][C:2]1[CH:3]=[C:4]([Cl:10])[CH:5]=[C:6]([O:8][CH3:9])[C:7]=1[CH:19]=[O:20]. The catalyst class is: 134. (3) Reactant: Br.C([N:9]1[C:13]2=[C:14]([N+:29]([O-:31])=[O:30])[C:15]([NH:20][C:21]3[CH:26]=[CH:25][C:24]([I:27])=[CH:23][C:22]=3[F:28])=[C:16]([CH3:19])[C:17](=[O:18])[N:12]2[CH2:11][CH2:10]1)C1C=CC=CC=1.C(OC(=O)C)C.C([O-])(O)=O.[Na+]. Product: [F:28][C:22]1[CH:23]=[C:24]([I:27])[CH:25]=[CH:26][C:21]=1[NH:20][C:15]1[C:14]([N+:29]([O-:31])=[O:30])=[C:13]2[NH:9][CH2:10][CH2:11][N:12]2[C:17](=[O:18])[C:16]=1[CH3:19]. The catalyst class is: 15. (4) Reactant: [CH2:1]([N:8]1[CH:12]=[C:11]([C:13]2[CH:17]=[C:16]([C:18]([O:20]CC)=[O:19])[NH:15][N:14]=2)[N:10]=[CH:9]1)[C:2]1[CH:7]=[CH:6][CH:5]=[CH:4][CH:3]=1.[OH-].[Na+]. Product: [CH2:1]([N:8]1[CH:12]=[C:11]([C:13]2[CH:17]=[C:16]([C:18]([OH:20])=[O:19])[NH:15][N:14]=2)[N:10]=[CH:9]1)[C:2]1[CH:7]=[CH:6][CH:5]=[CH:4][CH:3]=1. The catalyst class is: 5. (5) Reactant: [Br:1][C:2]1[CH:3]=[C:4]2[CH:10]=[CH:9][N:8]([Si](C(C)(C)C)(C)C)[C:5]2=[N:6][CH:7]=1.Cl. The catalyst class is: 5. Product: [Br:1][C:2]1[CH:3]=[C:4]2[CH:10]=[CH:9][NH:8][C:5]2=[N:6][CH:7]=1. (6) Reactant: [CH2:1]([NH:8][CH:9]([C:14]1[CH:19]=[CH:18][CH:17]=[CH:16][CH:15]=1)[C:10]([O:12]C)=[O:11])[C:2]1[CH:7]=[CH:6][CH:5]=[CH:4][CH:3]=1. Product: [CH2:1]([NH:8][CH:9]([C:14]1[CH:19]=[CH:18][CH:17]=[CH:16][CH:15]=1)[C:10]([OH:12])=[O:11])[C:2]1[CH:3]=[CH:4][CH:5]=[CH:6][CH:7]=1. The catalyst class is: 464. (7) Reactant: [CH3:1][C:2]1[CH:11]=[CH:10][C:9]2[C:4](=[CH:5][CH:6]=[CH:7][C:8]=2[N:12]2[CH2:17][CH2:16][N:15]([CH2:18][CH2:19][C:20]3[CH:21]=[C:22]([CH:24]=[CH:25][CH:26]=3)[NH2:23])[CH2:14][CH2:13]2)[N:3]=1.[CH:27]([N:30]=[C:31]=[O:32])([CH3:29])[CH3:28]. Product: [CH3:28][CH:27]([NH:30][C:31]([NH:23][C:22]1[CH:24]=[CH:25][CH:26]=[C:20]([CH2:19][CH2:18][N:15]2[CH2:14][CH2:13][N:12]([C:8]3[CH:7]=[CH:6][CH:5]=[C:4]4[C:9]=3[CH:10]=[CH:11][C:2]([CH3:1])=[N:3]4)[CH2:17][CH2:16]2)[CH:21]=1)=[O:32])[CH3:29]. The catalyst class is: 11.